Dataset: Full USPTO retrosynthesis dataset with 1.9M reactions from patents (1976-2016). Task: Predict the reactants needed to synthesize the given product. (1) Given the product [Br:12][C:9]1[CH:10]=[CH:11][C:6]([O:1][CH2:2][CH3:3])=[N:7][CH:8]=1, predict the reactants needed to synthesize it. The reactants are: [O-:1][CH2:2][CH3:3].[Na+].Br[C:6]1[CH:11]=[CH:10][C:9]([Br:12])=[CH:8][N:7]=1.C(=O)(O)[O-].[Na+]. (2) Given the product [CH3:8][C:3]1[C:2]([B:14]([OH:19])[OH:15])=[C:6]([CH3:7])[O:5][N:4]=1, predict the reactants needed to synthesize it. The reactants are: Br[C:2]1[C:3]([CH3:8])=[N:4][O:5][C:6]=1[CH3:7].C([Li])CCC.[B:14](OC(C)C)([O:19]C(C)C)[O:15]C(C)C. (3) Given the product [F:20][CH2:19][CH2:18][CH:9]([OH:8])[CH2:10][C:11]1[CH:16]=[CH:15][CH:14]=[CH:13][C:12]=1[CH3:17], predict the reactants needed to synthesize it. The reactants are: C([O:8][CH:9]([CH2:18][CH2:19][F:20])[CH2:10][C:11]1[CH:16]=[CH:15][CH:14]=[CH:13][C:12]=1[CH3:17])C1C=CC=CC=1. (4) Given the product [CH2:13]([N:20]1[C:24](=[O:25])[CH2:23][CH2:22][C@@H:21]1[C:26]([NH:28][CH:29]([C:37](=[O:44])[C:38]([NH:40][O:41][CH2:42][CH3:43])=[O:39])[CH2:30][C:31]1[CH:36]=[CH:35][CH:34]=[CH:33][CH:32]=1)=[O:27])[C:14]1[CH:15]=[CH:16][CH:17]=[CH:18][CH:19]=1, predict the reactants needed to synthesize it. The reactants are: I(C1C=CC=CC=1C(O)=O)(=O)=O.[CH2:13]([N:20]1[C:24](=[O:25])[CH2:23][CH2:22][C@@H:21]1[C:26]([NH:28][CH:29]([CH:37]([OH:44])[C:38]([NH:40][O:41][CH2:42][CH3:43])=[O:39])[CH2:30][C:31]1[CH:36]=[CH:35][CH:34]=[CH:33][CH:32]=1)=[O:27])[C:14]1[CH:19]=[CH:18][CH:17]=[CH:16][CH:15]=1.C([O-])(O)=O.[Na+]. (5) Given the product [Br:8][C:5]1[CH:4]=[N:3][C:2]([O:21][CH:18]2[CH2:17][O:16][CH:15]([C:9]3[CH:14]=[CH:13][CH:12]=[CH:11][CH:10]=3)[O:20][CH2:19]2)=[CH:7][N:6]=1, predict the reactants needed to synthesize it. The reactants are: Br[C:2]1[CH:7]=[N:6][C:5]([Br:8])=[CH:4][N:3]=1.[C:9]1([CH:15]2[O:20][CH2:19][CH:18]([OH:21])[CH2:17][O:16]2)[CH:14]=[CH:13][CH:12]=[CH:11][CH:10]=1. (6) Given the product [Br:19][C:9]1[S:8][C:7]([C:2]([CH3:1])([CH3:6])[C:3]([OH:5])=[O:4])=[CH:11][CH:10]=1, predict the reactants needed to synthesize it. The reactants are: [CH3:1][C:2]([C:7]1[S:8][CH:9]=[CH:10][CH:11]=1)([CH3:6])[C:3]([OH:5])=[O:4].C1C(=O)N([Br:19])C(=O)C1. (7) Given the product [CH:1]1([C:4]([C:6]2[CH:7]=[CH:8][N:9]=[CH:10][CH:11]=2)=[O:5])[CH2:2][CH2:3]1, predict the reactants needed to synthesize it. The reactants are: [CH:1]1([CH:4]([C:6]2[CH:11]=[CH:10][N:9]=[CH:8][CH:7]=2)[OH:5])[CH2:3][CH2:2]1.